This data is from Peptide-MHC class I binding affinity with 185,985 pairs from IEDB/IMGT. The task is: Regression. Given a peptide amino acid sequence and an MHC pseudo amino acid sequence, predict their binding affinity value. This is MHC class I binding data. (1) The peptide sequence is TYQRTRALK. The MHC is H-2-Kd with pseudo-sequence H-2-Kd. The binding affinity (normalized) is 0. (2) The peptide sequence is MAVGMVSILA. The MHC is HLA-A68:02 with pseudo-sequence HLA-A68:02. The binding affinity (normalized) is 0.890.